From a dataset of Merck oncology drug combination screen with 23,052 pairs across 39 cell lines. Regression. Given two drug SMILES strings and cell line genomic features, predict the synergy score measuring deviation from expected non-interaction effect. (1) Drug 1: N#Cc1ccc(Cn2cncc2CN2CCN(c3cccc(Cl)c3)C(=O)C2)cc1. Drug 2: NC1(c2ccc(-c3nc4ccn5c(=O)[nH]nc5c4cc3-c3ccccc3)cc2)CCC1. Cell line: EFM192B. Synergy scores: synergy=7.06. (2) Drug 1: N.N.O=C(O)C1(C(=O)O)CCC1.[Pt]. Drug 2: Cn1c(=O)n(-c2ccc(C(C)(C)C#N)cc2)c2c3cc(-c4cnc5ccccc5c4)ccc3ncc21. Cell line: DLD1. Synergy scores: synergy=25.0. (3) Synergy scores: synergy=6.44. Cell line: RKO. Drug 2: O=C(CCCCCCC(=O)Nc1ccccc1)NO. Drug 1: COc1cc(C2c3cc4c(cc3C(OC3OC5COC(C)OC5C(O)C3O)C3COC(=O)C23)OCO4)cc(OC)c1O. (4) Drug 1: Nc1ccn(C2OC(CO)C(O)C2(F)F)c(=O)n1. Drug 2: CC1(c2nc3c(C(N)=O)cccc3[nH]2)CCCN1. Cell line: PA1. Synergy scores: synergy=-1.52. (5) Drug 1: Nc1ccn(C2OC(CO)C(O)C2(F)F)c(=O)n1. Drug 2: C#Cc1cccc(Nc2ncnc3cc(OCCOC)c(OCCOC)cc23)c1. Cell line: PA1. Synergy scores: synergy=-1.38. (6) Drug 1: CN1C(=O)C=CC2(C)C3CCC4(C)C(NC(=O)OCC(F)(F)F)CCC4C3CCC12. Drug 2: Cn1nnc2c(C(N)=O)ncn2c1=O. Cell line: NCIH520. Synergy scores: synergy=-5.41.